The task is: Predict the product of the given reaction.. This data is from Forward reaction prediction with 1.9M reactions from USPTO patents (1976-2016). (1) Given the reactants Br[C:2]1[N:7]=[C:6]([NH:8][C:9]2[CH:14]=[C:13]([CH:15]3[CH2:17][CH2:16]3)[CH:12]=[CH:11][N:10]=2)[CH:5]=[C:4]([CH3:18])[CH:3]=1.[OH:19][C:20]([C@H:28]1[CH2:33][CH2:32][C@H:31]([C:34]([O:36][CH3:37])=[O:35])[CH2:30][CH2:29]1)([C:23]1[S:24][CH:25]=[CH:26][N:27]=1)[CH2:21][CH3:22].C(O)(=O)C(C)(C)C.C(=O)([O-])[O-].[K+].[K+].C(P(C12CC3CC(CC(C3)C1)C2)C12CC3CC(CC(C3)C1)C2)CCC, predict the reaction product. The product is: [CH:15]1([C:13]2[CH:12]=[CH:11][N:10]=[C:9]([NH:8][C:6]3[N:7]=[C:2]([C:25]4[S:24][C:23]([C:20]([C@H:28]5[CH2:33][CH2:32][C@H:31]([C:34]([O:36][CH3:37])=[O:35])[CH2:30][CH2:29]5)([OH:19])[CH2:21][CH3:22])=[N:27][CH:26]=4)[CH:3]=[C:4]([CH3:18])[CH:5]=3)[CH:14]=2)[CH2:17][CH2:16]1. (2) Given the reactants O[C:2]1([C:18]([O:20][CH2:21][CH3:22])=[O:19])[N:10](C(OC(C)(C)C)=O)[C:5]2=[N:6][CH:7]=[CH:8][CH:9]=[C:4]2[CH2:3]1.C([O-])([O-])=O.[K+].[K+], predict the reaction product. The product is: [NH:10]1[C:5]2=[N:6][CH:7]=[CH:8][CH:9]=[C:4]2[CH:3]=[C:2]1[C:18]([O:20][CH2:21][CH3:22])=[O:19]. (3) The product is: [CH3:17][O:1][C:2]1[C:11]([N+:12]([O-:14])=[O:13])=[CH:10][CH:9]=[CH:8][C:3]=1[C:4]([OH:6])=[O:5]. Given the reactants [OH:1][C:2]1[C:11]([N+:12]([O-:14])=[O:13])=[CH:10][CH:9]=[CH:8][C:3]=1[C:4]([O:6]C)=[O:5].[OH-].[Na+].[CH3:17]O, predict the reaction product.